Dataset: Forward reaction prediction with 1.9M reactions from USPTO patents (1976-2016). Task: Predict the product of the given reaction. (1) Given the reactants [CH:1](=O)[C:2]([CH3:5])([CH3:4])[CH3:3].[NH:7]([C:9]1[CH:14]=[C:13]([I:15])[CH:12]=[CH:11][N:10]=1)[NH2:8].C([BH3-])#N.[Na+].[C:20](O)(=[O:22])C, predict the reaction product. The product is: [CH3:3][C:2]([CH3:5])([CH3:4])[CH2:1][N:8]1[C:20](=[O:22])[N:10]2[CH:11]=[CH:12][C:13]([I:15])=[CH:14][C:9]2=[N:7]1. (2) Given the reactants C(=O)([O-])[O-].[Na+].[Na+].C[O:8][C:9](=[O:26])[CH2:10][C:11]1[CH:16]=[CH:15][C:14](B2OC(C)(C)C(C)(C)O2)=[CH:13][CH:12]=1.Br[C:28]1[CH:33]=[CH:32][C:31]([OH:34])=[CH:30][C:29]=1[Cl:35].[OH-].[Na+].Cl, predict the reaction product. The product is: [Cl:35][C:29]1[CH:30]=[C:31]([OH:34])[CH:32]=[CH:33][C:28]=1[C:14]1[CH:13]=[CH:12][C:11]([CH2:10][C:9]([OH:8])=[O:26])=[CH:16][CH:15]=1. (3) Given the reactants [OH:1][CH2:2][C:3]1[CH:4]=[C:5]([N:11]([CH2:13][CH2:14][O:15][CH2:16][CH2:17][O:18][CH2:19][CH2:20][O:21][CH2:22][CH2:23][O:24][CH2:25][CH2:26][O:27][CH2:28][CH2:29][O:30][CH2:31][CH2:32][O:33][CH2:34][CH2:35][O:36][CH2:37][CH2:38][O:39][CH2:40][CH2:41][O:42][CH2:43][CH2:44][O:45][CH2:46][CH2:47][O:48][CH2:49][CH2:50][C:51]([O:53][CH3:54])=[O:52])[CH3:12])[CH:6]=[C:7]([CH2:9][OH:10])[CH:8]=1.C(N(CC)CC)C.[CH3:62][S:63](Cl)(=[O:65])=[O:64], predict the reaction product. The product is: [CH3:62][S:63]([O:1][CH2:2][C:3]1[CH:4]=[C:5]([N:11]([CH2:13][CH2:14][O:15][CH2:16][CH2:17][O:18][CH2:19][CH2:20][O:21][CH2:22][CH2:23][O:24][CH2:25][CH2:26][O:27][CH2:28][CH2:29][O:30][CH2:31][CH2:32][O:33][CH2:34][CH2:35][O:36][CH2:37][CH2:38][O:39][CH2:40][CH2:41][O:42][CH2:43][CH2:44][O:45][CH2:46][CH2:47][O:48][CH2:49][CH2:50][C:51]([O:53][CH3:54])=[O:52])[CH3:12])[CH:6]=[C:7]([CH2:9][O:10][S:63]([CH3:62])(=[O:65])=[O:64])[CH:8]=1)(=[O:65])=[O:64]. (4) Given the reactants Cl.[Cl:2][C:3]1[C:9]([O:10][CH3:11])=[C:8]([Cl:12])[C:7]([F:13])=[CH:6][C:4]=1N.N([O-])=O.[Na+].[BrH:18], predict the reaction product. The product is: [Cl:2][C:3]1[C:9]([O:10][CH3:11])=[C:8]([Cl:12])[C:7]([F:13])=[CH:6][C:4]=1[Br:18]. (5) The product is: [CH2:1]([N:3]1[C:7]([CH2:8][CH2:9][S:10]([CH3:13])(=[O:12])=[O:11])=[CH:6][C:5]([C:14]([NH2:20])=[O:16])=[N:4]1)[CH3:2]. Given the reactants [CH2:1]([N:3]1[C:7]([CH2:8][CH2:9][S:10]([CH3:13])(=[O:12])=[O:11])=[CH:6][C:5]([C:14]([O:16]CC)=O)=[N:4]1)[CH3:2].[OH-].[NH4+:20], predict the reaction product.